This data is from Retrosynthesis with 50K atom-mapped reactions and 10 reaction types from USPTO. The task is: Predict the reactants needed to synthesize the given product. (1) Given the product CC1(C)NC(=O)c2ccc(Oc3ccc([N+](=O)[O-])cc3Cl)cc21, predict the reactants needed to synthesize it. The reactants are: CC1(C)NC(=O)c2ccc(O)cc21.O=[N+]([O-])c1ccc(F)c(Cl)c1. (2) Given the product Cc1nc(-c2c(F)cc(Cl)cc2-c2ccc([C@@H](C)NC(=O)C3(N)COC3)c(F)c2)no1, predict the reactants needed to synthesize it. The reactants are: Cc1nc(-c2c(F)cc(Cl)cc2-c2ccc([C@@H](C)NC(=O)OC(C)(C)C)c(F)c2)no1.Cc1nc(-c2c(F)cc(Cl)cc2Br)no1. (3) Given the product CCOC(=O)/C=C/c1ccc(NC2CCN(Cc3ccccc3)C2)nc1, predict the reactants needed to synthesize it. The reactants are: CCOC(=O)CP(=O)(OCC)OCC.O=Cc1ccc(NC2CCN(Cc3ccccc3)C2)nc1. (4) Given the product NC(=O)CN1C(=O)COc2cc(F)ccc21, predict the reactants needed to synthesize it. The reactants are: CCOC(=O)CN1C(=O)COc2cc(F)ccc21.N.